Dataset: Forward reaction prediction with 1.9M reactions from USPTO patents (1976-2016). Task: Predict the product of the given reaction. (1) Given the reactants [CH2:1]([O:3][C:4](=[O:16])[C:5]1[C:10]([OH:11])=[CH:9][C:8]([C:12]([CH3:15])([CH3:14])[CH3:13])=[N:7][CH:6]=1)[CH3:2].C(=O)([O-])[O-].[K+].[K+].[CH2:23](I)[CH3:24], predict the reaction product. The product is: [CH2:1]([O:3][C:4](=[O:16])[C:5]1[C:10]([O:11][CH2:23][CH3:24])=[CH:9][C:8]([C:12]([CH3:15])([CH3:14])[CH3:13])=[N:7][CH:6]=1)[CH3:2]. (2) Given the reactants [OH:1][C:2]1[CH:3]=[C:4]([C:10]2[O:11][CH:12]=[C:13]([CH2:15][NH:16][C:17](=[O:27])[C:18]3[CH:23]=[CH:22][CH:21]=[CH:20][C:19]=3[O:24][CH2:25][CH3:26])[N:14]=2)[CH:5]=[CH:6][C:7]=1[O:8][CH3:9].N12CCCN=[C:34]1[CH2:33][CH2:32][CH2:31]CC2.BrCC1CC1.O, predict the reaction product. The product is: [CH:33]1([CH2:34][O:1][C:2]2[CH:3]=[C:4]([C:10]3[O:11][CH:12]=[C:13]([CH2:15][NH:16][C:17](=[O:27])[C:18]4[CH:23]=[CH:22][CH:21]=[CH:20][C:19]=4[O:24][CH2:25][CH3:26])[N:14]=3)[CH:5]=[CH:6][C:7]=2[O:8][CH3:9])[CH2:31][CH2:32]1. (3) Given the reactants [Cl:1][C:2]1[C:3]([N+:10]([O-:12])=[O:11])=[C:4]([NH2:9])[C:5]([NH2:8])=[CH:6][CH:7]=1.[C:13](=S)=[S:14], predict the reaction product. The product is: [Cl:1][C:2]1[CH:7]=[CH:6][C:5]2[NH:8][C:13]([SH:14])=[N:9][C:4]=2[C:3]=1[N+:10]([O-:12])=[O:11]. (4) Given the reactants Cl.Cl.[NH2:3][CH:4]1[CH:9]2[CH2:10][CH2:11][N:6]([CH2:7][CH2:8]2)[CH2:5]1.CO.C[O-].[Na+].[N+:17]([C:20]1[CH:25]=[CH:24][C:23]([C:26]2[O:30][C:29]([C:31](Cl)=[O:32])=[CH:28][CH:27]=2)=[CH:22][CH:21]=1)([O-:19])=[O:18], predict the reaction product. The product is: [N:6]12[CH2:11][CH2:10][CH:9]([CH2:8][CH2:7]1)[CH:4]([NH:3][C:31]([C:29]1[O:30][C:26]([C:23]3[CH:22]=[CH:21][C:20]([N+:17]([O-:19])=[O:18])=[CH:25][CH:24]=3)=[CH:27][CH:28]=1)=[O:32])[CH2:5]2. (5) Given the reactants [CH3:1][CH:2]1[CH2:9][C@H:8]2[C@H:4]([CH2:5][NH:6][C@@H:7]2[CH2:10][NH:11][C:12]([C:14]2[N:15]=[C:16]3[N:20]([CH:21]=2)[CH:19]=[CH:18][S:17]3)=[O:13])[CH2:3]1.[CH3:22][C:23]1[S:24][C:25]([C:31]2[CH:32]=[C:33]([CH3:37])[CH:34]=[CH:35][CH:36]=2)=[C:26]([C:28](O)=[O:29])[N:27]=1, predict the reaction product. The product is: [CH3:1][CH:2]1[CH2:9][C@H:8]2[C@H:4]([CH2:5][N:6]([C:28]([C:26]3[N:27]=[C:23]([CH3:22])[S:24][C:25]=3[C:31]3[CH:32]=[C:33]([CH3:37])[CH:34]=[CH:35][CH:36]=3)=[O:29])[C@@H:7]2[CH2:10][NH:11][C:12]([C:14]2[N:15]=[C:16]3[N:20]([CH:21]=2)[CH:19]=[CH:18][S:17]3)=[O:13])[CH2:3]1.